From a dataset of Peptide-MHC class I binding affinity with 185,985 pairs from IEDB/IMGT. Regression. Given a peptide amino acid sequence and an MHC pseudo amino acid sequence, predict their binding affinity value. This is MHC class I binding data. (1) The peptide sequence is SQAFNTPAL. The MHC is BoLA-D18.4 with pseudo-sequence BoLA-D18.4. The binding affinity (normalized) is 0.640. (2) The peptide sequence is YAQMWSLMYF. The MHC is HLA-B53:01 with pseudo-sequence HLA-B53:01. The binding affinity (normalized) is 0.568. (3) The peptide sequence is KNEHKSTWHY. The MHC is HLA-A30:02 with pseudo-sequence HLA-A30:02. The binding affinity (normalized) is 0.435.